This data is from hERG Central: cardiac toxicity at 1µM, 10µM, and general inhibition. The task is: Predict hERG channel inhibition at various concentrations. The compound is CSc1ccc(S(=O)(=O)N(CC(=O)NCc2ccccn2)c2ccc(C)cc2)cc1. Results: hERG_inhib (hERG inhibition (general)): blocker.